From a dataset of NCI-60 drug combinations with 297,098 pairs across 59 cell lines. Regression. Given two drug SMILES strings and cell line genomic features, predict the synergy score measuring deviation from expected non-interaction effect. (1) Drug 1: CN1CCC(CC1)COC2=C(C=C3C(=C2)N=CN=C3NC4=C(C=C(C=C4)Br)F)OC. Drug 2: C(CC(=O)O)C(=O)CN.Cl. Cell line: OVCAR3. Synergy scores: CSS=7.57, Synergy_ZIP=-7.64, Synergy_Bliss=-8.94, Synergy_Loewe=-11.5, Synergy_HSA=-7.09. (2) Drug 1: CN1CCC(CC1)COC2=C(C=C3C(=C2)N=CN=C3NC4=C(C=C(C=C4)Br)F)OC. Drug 2: C1CCC(CC1)NC(=O)N(CCCl)N=O. Cell line: SW-620. Synergy scores: CSS=28.5, Synergy_ZIP=2.89, Synergy_Bliss=5.45, Synergy_Loewe=3.50, Synergy_HSA=4.11. (3) Synergy scores: CSS=8.99, Synergy_ZIP=-2.29, Synergy_Bliss=1.82, Synergy_Loewe=0.186, Synergy_HSA=1.98. Drug 1: C1CC(=O)NC(=O)C1N2CC3=C(C2=O)C=CC=C3N. Drug 2: CC1=C(N=C(N=C1N)C(CC(=O)N)NCC(C(=O)N)N)C(=O)NC(C(C2=CN=CN2)OC3C(C(C(C(O3)CO)O)O)OC4C(C(C(C(O4)CO)O)OC(=O)N)O)C(=O)NC(C)C(C(C)C(=O)NC(C(C)O)C(=O)NCCC5=NC(=CS5)C6=NC(=CS6)C(=O)NCCC[S+](C)C)O. Cell line: UACC62. (4) Drug 1: CN(CCCl)CCCl.Cl. Drug 2: CC(C)NC(=O)C1=CC=C(C=C1)CNNC.Cl. Cell line: CAKI-1. Synergy scores: CSS=20.2, Synergy_ZIP=-8.05, Synergy_Bliss=-2.30, Synergy_Loewe=-9.09, Synergy_HSA=-1.70. (5) Drug 1: CC1C(C(CC(O1)OC2CC(CC3=C2C(=C4C(=C3O)C(=O)C5=C(C4=O)C(=CC=C5)OC)O)(C(=O)CO)O)N)O.Cl. Drug 2: C(CCl)NC(=O)N(CCCl)N=O. Cell line: K-562. Synergy scores: CSS=59.4, Synergy_ZIP=-12.3, Synergy_Bliss=-12.7, Synergy_Loewe=-9.09, Synergy_HSA=-0.762.